Dataset: Catalyst prediction with 721,799 reactions and 888 catalyst types from USPTO. Task: Predict which catalyst facilitates the given reaction. (1) Reactant: [CH3:1][S:2][C:3]1[CH:4]=[C:5]([NH:9][CH:10]=[C:11]([N+:14]([O-:16])=[O:15])[CH:12]=O)[CH:6]=[CH:7][CH:8]=1.Cl.CSC1C=C(N)C=CC=1.C1(S)C=CC=CC=1. Product: [CH3:1][S:2][C:3]1[CH:4]=[C:5]2[C:6]([CH:12]=[C:11]([N+:14]([O-:16])=[O:15])[CH:10]=[N:9]2)=[CH:7][CH:8]=1. The catalyst class is: 15. (2) Reactant: [CH3:1][N:2]1[C:7](=[O:8])[C:6]2=[CH:9][N:10]([CH2:12][C:13]3[CH:18]=[CH:17][C:16]([C:19]4[CH:24]=[CH:23][CH:22]=[C:21]([F:25])[N:20]=4)=[CH:15][CH:14]=3)[N:11]=[C:5]2[N:4]2[C@H:26]3[CH2:31][CH2:30][CH2:29][C@H:27]3[N:28]=[C:3]12.[CH3:32][S:33]SC.[Li+].CC([N-]C(C)C)C. Product: [CH3:1][N:2]1[C:7](=[O:8])[C:6]2=[C:9]([S:33][CH3:32])[N:10]([CH2:12][C:13]3[CH:14]=[CH:15][C:16]([C:19]4[CH:24]=[CH:23][CH:22]=[C:21]([F:25])[N:20]=4)=[CH:17][CH:18]=3)[N:11]=[C:5]2[N:4]2[C@H:26]3[CH2:31][CH2:30][CH2:29][C@H:27]3[N:28]=[C:3]12. The catalyst class is: 1.